This data is from Retrosynthesis with 50K atom-mapped reactions and 10 reaction types from USPTO. The task is: Predict the reactants needed to synthesize the given product. (1) Given the product COc1cccc(/C=C/c2cc(=O)n3ccsc3n2)c1OCC1CC1, predict the reactants needed to synthesize it. The reactants are: COc1cccc(C=O)c1OCC1CC1.O=c1cc(C[P+](c2ccccc2)(c2ccccc2)c2ccccc2)nc2sccn12. (2) Given the product Cc1ccc(NC(=O)c2cccc(C3(C#N)CC3)c2)cc1Oc1ccc2nc(NC(=O)C3CC3)nn2c1, predict the reactants needed to synthesize it. The reactants are: Cc1ccc(N)cc1Oc1ccc2nc(NC(=O)C3CC3)nn2c1.N#CC1(c2cccc(C(=O)Cl)c2)CC1. (3) Given the product NCc1cc(C(F)(F)F)ccc1N, predict the reactants needed to synthesize it. The reactants are: N#Cc1cc(C(F)(F)F)ccc1N. (4) Given the product CCCc1c(C(=O)NC2CC2)nnn1-c1ccc(C(=O)NCCCc2ccccc2)cc1, predict the reactants needed to synthesize it. The reactants are: CCCc1c(C(=O)O)nnn1-c1ccc(C(=O)NCCCc2ccccc2)cc1.NC1CC1. (5) The reactants are: COCCCN1CCOc2ccc(CO[C@H]3CN(S(=O)(=O)c4ccc(C)cc4)[C@H](CC=O)C[C@@H]3c3ccc(COC[C@@H](C)COC)cc3)cc21.C[Mg+]. Given the product COCCCN1CCOc2ccc(CO[C@H]3CN(S(=O)(=O)c4ccc(C)cc4)[C@H](CC(C)O)C[C@@H]3c3ccc(COC[C@@H](C)COC)cc3)cc21, predict the reactants needed to synthesize it.